This data is from NCI-60 drug combinations with 297,098 pairs across 59 cell lines. The task is: Regression. Given two drug SMILES strings and cell line genomic features, predict the synergy score measuring deviation from expected non-interaction effect. (1) Drug 1: CCC1=C2CN3C(=CC4=C(C3=O)COC(=O)C4(CC)O)C2=NC5=C1C=C(C=C5)O. Drug 2: CC1C(C(CC(O1)OC2CC(CC3=C2C(=C4C(=C3O)C(=O)C5=C(C4=O)C(=CC=C5)OC)O)(C(=O)CO)O)N)O.Cl. Cell line: DU-145. Synergy scores: CSS=49.8, Synergy_ZIP=-4.39, Synergy_Bliss=-8.40, Synergy_Loewe=-13.8, Synergy_HSA=-4.12. (2) Drug 1: CC1=CC2C(CCC3(C2CCC3(C(=O)C)OC(=O)C)C)C4(C1=CC(=O)CC4)C. Drug 2: C1CC(C1)(C(=O)O)C(=O)O.[NH2-].[NH2-].[Pt+2]. Cell line: HCC-2998. Synergy scores: CSS=0.845, Synergy_ZIP=-0.951, Synergy_Bliss=-2.10, Synergy_Loewe=-9.88, Synergy_HSA=-5.59. (3) Drug 1: CC(C1=C(C=CC(=C1Cl)F)Cl)OC2=C(N=CC(=C2)C3=CN(N=C3)C4CCNCC4)N. Drug 2: CC(C)NC(=O)C1=CC=C(C=C1)CNNC.Cl. Cell line: EKVX. Synergy scores: CSS=1.99, Synergy_ZIP=-1.49, Synergy_Bliss=-0.335, Synergy_Loewe=-5.90, Synergy_HSA=-1.40. (4) Drug 1: C1=NC2=C(N=C(N=C2N1C3C(C(C(O3)CO)O)O)F)N. Drug 2: C1CC(C1)(C(=O)O)C(=O)O.[NH2-].[NH2-].[Pt+2]. Cell line: A498. Synergy scores: CSS=4.04, Synergy_ZIP=-2.04, Synergy_Bliss=-4.05, Synergy_Loewe=0.489, Synergy_HSA=-1.43. (5) Drug 1: CN(C)C1=NC(=NC(=N1)N(C)C)N(C)C. Drug 2: CC(C)(C#N)C1=CC(=CC(=C1)CN2C=NC=N2)C(C)(C)C#N. Cell line: CAKI-1. Synergy scores: CSS=-5.25, Synergy_ZIP=-2.24, Synergy_Bliss=-8.29, Synergy_Loewe=-92.9, Synergy_HSA=-6.40.